This data is from NCI-60 drug combinations with 297,098 pairs across 59 cell lines. The task is: Regression. Given two drug SMILES strings and cell line genomic features, predict the synergy score measuring deviation from expected non-interaction effect. Drug 1: CC1=C2C(C(=O)C3(C(CC4C(C3C(C(C2(C)C)(CC1OC(=O)C(C(C5=CC=CC=C5)NC(=O)OC(C)(C)C)O)O)OC(=O)C6=CC=CC=C6)(CO4)OC(=O)C)OC)C)OC. Drug 2: C1=CC=C(C(=C1)C(C2=CC=C(C=C2)Cl)C(Cl)Cl)Cl. Cell line: SN12C. Synergy scores: CSS=57.6, Synergy_ZIP=10.3, Synergy_Bliss=10.6, Synergy_Loewe=2.25, Synergy_HSA=11.1.